This data is from Full USPTO retrosynthesis dataset with 1.9M reactions from patents (1976-2016). The task is: Predict the reactants needed to synthesize the given product. (1) Given the product [CH3:18][O:8][C:7](=[O:9])[C:6]1[CH:10]=[C:2]([F:1])[C:3]([C:14]([F:15])([F:16])[F:17])=[CH:4][C:5]=1[N+:11]([O-:13])=[O:12], predict the reactants needed to synthesize it. The reactants are: [F:1][C:2]1[C:3]([C:14]([F:17])([F:16])[F:15])=[CH:4][C:5]([N+:11]([O-:13])=[O:12])=[C:6]([CH:10]=1)[C:7]([OH:9])=[O:8].[CH3:18][Si](C)(C)Cl. (2) The reactants are: [CH2:1]([O:8][C:9]1[CH:10]=[C:11]2[C:16](=[C:17]([NH:19][C:20](=[O:34])[CH2:21][CH2:22][CH2:23][CH2:24][CH2:25][NH:26]C(=O)OC(C)(C)C)[CH:18]=1)[N:15]=[CH:14][CH:13]=[CH:12]2)[C:2]1[CH:7]=[CH:6][CH:5]=[CH:4][CH:3]=1.[ClH:35]. Given the product [ClH:35].[NH2:26][CH2:25][CH2:24][CH2:23][CH2:22][CH2:21][C:20]([NH:19][C:17]1[CH:18]=[C:9]([O:8][CH2:1][C:2]2[CH:7]=[CH:6][CH:5]=[CH:4][CH:3]=2)[CH:10]=[C:11]2[C:16]=1[N:15]=[CH:14][CH:13]=[CH:12]2)=[O:34], predict the reactants needed to synthesize it. (3) Given the product [C:2]([NH:5][C:6]1[S:7][CH:8]=[C:9]([CH:11]=[CH:37][C:39]2[CH:40]=[C:41](/[CH:44]=[CH:45]/[C:46]([O:48][CH3:49])=[O:47])[S:42][CH:43]=2)[N:10]=1)(=[O:4])[CH3:3], predict the reactants needed to synthesize it. The reactants are: [Cl-].[C:2]([NH:5][C:6]1[S:7][CH:8]=[C:9]([CH2:11][P+](C2C=CC=CC=2)(C2C=CC=CC=2)C2C=CC=CC=2)[N:10]=1)(=[O:4])[CH3:3].CC(C)([O-])C.[K+].[CH:37]([C:39]1[CH:40]=[C:41](/[CH:44]=[CH:45]/[C:46]([O:48][CH3:49])=[O:47])[S:42][CH:43]=1)=O.Cl.[Cl-].[Na+]. (4) The reactants are: [CH3:1][C:2]([O:5][C:6]([NH:8][C@H:9]([C:14]([OH:16])=O)[C:10]([CH3:13])([CH3:12])[CH3:11])=[O:7])([CH3:4])[CH3:3].[C@H:17]12[CH2:23][C@H:20]([NH:21][CH2:22]1)[CH2:19][N:18]2[C:24]([C:26]1[NH:30][C:29]2[CH:31]=[CH:32][CH:33]=[CH:34][C:28]=2[N:27]=1)=[O:25].C(Cl)CCl.C1C=CC2N(O)N=NC=2C=1.CN1CCOCC1. Given the product [NH:27]1[C:28]2[CH:34]=[CH:33][CH:32]=[CH:31][C:29]=2[N:30]=[C:26]1[C:24]([N:18]1[CH2:19][C@@H:20]2[CH2:23][C@H:17]1[CH2:22][N:21]2[C:14]([C@@H:9]([NH:8][C:6](=[O:7])[O:5][C:2]([CH3:1])([CH3:3])[CH3:4])[C:10]([CH3:11])([CH3:12])[CH3:13])=[O:16])=[O:25], predict the reactants needed to synthesize it. (5) Given the product [CH2:14]([O:6][C:1](=[O:7])[CH2:2][CH2:3][CH:4]=[CH2:5])[C:15]1[CH:20]=[CH:19][CH:18]=[CH:17][CH:16]=1, predict the reactants needed to synthesize it. The reactants are: [C:1]([OH:7])(=[O:6])[CH2:2][CH2:3][CH:4]=[CH2:5].C([O-])([O-])=O.[Cs+].[Cs+].[CH2:14](Br)[C:15]1[CH:20]=[CH:19][CH:18]=[CH:17][CH:16]=1. (6) Given the product [F:11][C:12]1[CH:13]=[CH:14][C:15]2[C:21](=[O:22])[N:20]3[CH2:23][C@@H:24]([C:27]4[O:1][N:2]=[C:3]([C:5]5[NH:6][CH:7]=[C:8]([CH3:10])[CH:9]=5)[N:4]=4)[CH2:25][CH2:26][C@H:19]3[CH2:18][CH2:17][C:16]=2[N:30]=1, predict the reactants needed to synthesize it. The reactants are: [OH:1][N:2]=[C:3]([C:5]1[NH:6][CH:7]=[C:8]([CH3:10])[CH:9]=1)[NH2:4].[F:11][C:12]1[CH:13]=[CH:14][C:15]2[C:21](=[O:22])[N:20]3[CH2:23][C@H:24]([C:27](Cl)=O)[CH2:25][CH2:26][C@H:19]3[CH2:18][CH2:17][C:16]=2[N:30]=1.C([O-])(O)=O.[Na+].